Dataset: Full USPTO retrosynthesis dataset with 1.9M reactions from patents (1976-2016). Task: Predict the reactants needed to synthesize the given product. (1) Given the product [CH3:2][C:1]1[N:3]=[C:22]([C@:9]23[CH2:14][C@H:13]2[CH2:12][N:11]([C:15]([O:17][C:18]([CH3:21])([CH3:20])[CH3:19])=[O:16])[CH2:10]3)[O:5][N:4]=1, predict the reactants needed to synthesize it. The reactants are: [C:1](=[N:4][OH:5])([NH2:3])[CH3:2].C[O-].[Na+].[C@:9]12([C:22](OCC)=O)[CH2:14][C@H:13]1[CH2:12][N:11]([C:15]([O:17][C:18]([CH3:21])([CH3:20])[CH3:19])=[O:16])[CH2:10]2. (2) Given the product [Cl:51][C:46]1[CH:47]=[CH:48][CH:49]=[CH:50][C:45]=1[CH2:44][NH:34][C:35]1[CH:40]=[CH:39][C:38]([CH2:41][C:2]2[C:10]3[C:5](=[N:6][CH:7]=[C:8]([O:11][CH3:12])[CH:9]=3)[NH:4][CH:3]=2)=[C:37]([F:43])[N:36]=1, predict the reactants needed to synthesize it. The reactants are: I[C:2]1[C:10]2[C:5](=[N:6][CH:7]=[C:8]([O:11][CH3:12])[CH:9]=2)[N:4]([Si](C(C)C)(C(C)C)C(C)C)[CH:3]=1.C([Mg]Cl)(C)C.C(OC(=O)[N:34]([CH2:44][C:45]1[CH:50]=[CH:49][CH:48]=[CH:47][C:46]=1[Cl:51])[C:35]1[CH:40]=[CH:39][C:38]([CH:41]=O)=[C:37]([F:43])[N:36]=1)(C)(C)C.[Cl-].[NH4+]. (3) Given the product [CH3:21][C:22]1[N:23]=[C:24]([NH:39][C:14]([N:16]2[CH:20]=[CH:19][N:18]=[CH:17]2)=[O:15])[S:25][C:26]=1[C:27]1[CH:32]=[CH:31][N:30]=[C:29]([N:33]2[CH2:38][CH2:37][O:36][CH2:35][CH2:34]2)[N:28]=1, predict the reactants needed to synthesize it. The reactants are: CC1N=C(N[C:14]([N:16]2[CH:20]=[CH:19][N:18]=[CH:17]2)=[O:15])SC=1C1C=CN=CC=1.[CH3:21][C:22]1[N:23]=[C:24]([NH2:39])[S:25][C:26]=1[C:27]1[CH:32]=[CH:31][N:30]=[C:29]([N:33]2[CH2:38][CH2:37][O:36][CH2:35][CH2:34]2)[N:28]=1. (4) Given the product [Br:29][C:30]1[CH:31]=[CH:32][C:33]([CH2:36][O:38][C@@H:3]2[CH2:5][C@@H:4]2[CH:6]2[CH2:7][CH2:8][N:9]([C:12]([O:14][C:15]([CH3:16])([CH3:17])[CH3:18])=[O:13])[CH2:10][CH2:11]2)=[N:34][CH:35]=1, predict the reactants needed to synthesize it. The reactants are: OC[C@@H:3]1[CH2:5][C@@H:4]1[CH:6]1[CH2:11][CH2:10][N:9]([C:12]([O:14][C:15]([CH3:18])([CH3:17])[CH3:16])=[O:13])[CH2:8][CH2:7]1.C[Si]([N-][Si](C)(C)C)(C)C.[Na+].[Br:29][C:30]1[CH:31]=[CH:32][C:33]([CH2:36]Br)=[N:34][CH:35]=1.[OH2:38].